This data is from Reaction yield outcomes from USPTO patents with 853,638 reactions. The task is: Predict the reaction yield, written as a fraction of the theoretical maximum amount of product (1.0 means a 100% yield; for example, 0.34 means a 34% yield). The reactants are [C:1]([O:5][C:6]([N:8]1[C:12](=O)[CH2:11][CH:10]([OH:14])[CH:9]1[CH2:15][C:16]1[C:24]2[C:19](=[CH:20][CH:21]=[CH:22][CH:23]=2)[NH:18][CH:17]=1)=[O:7])([CH3:4])([CH3:3])[CH3:2].CSC.CCOCC. The catalyst is C1COCC1. The product is [C:1]([O:5][C:6]([N:8]1[CH2:12][CH2:11][CH:10]([OH:14])[CH:9]1[CH2:15][C:16]1[C:24]2[C:19](=[CH:20][CH:21]=[CH:22][CH:23]=2)[NH:18][CH:17]=1)=[O:7])([CH3:4])([CH3:2])[CH3:3]. The yield is 0.710.